Dataset: NCI-60 drug combinations with 297,098 pairs across 59 cell lines. Task: Regression. Given two drug SMILES strings and cell line genomic features, predict the synergy score measuring deviation from expected non-interaction effect. (1) Drug 1: C1CCC(CC1)NC(=O)N(CCCl)N=O. Drug 2: CCCS(=O)(=O)NC1=C(C(=C(C=C1)F)C(=O)C2=CNC3=C2C=C(C=N3)C4=CC=C(C=C4)Cl)F. Cell line: SF-539. Synergy scores: CSS=3.32, Synergy_ZIP=1.85, Synergy_Bliss=-0.281, Synergy_Loewe=-3.75, Synergy_HSA=-0.285. (2) Drug 1: CC1=C(C(=CC=C1)Cl)NC(=O)C2=CN=C(S2)NC3=CC(=NC(=N3)C)N4CCN(CC4)CCO. Drug 2: CC12CCC3C(C1CCC2O)C(CC4=C3C=CC(=C4)O)CCCCCCCCCS(=O)CCCC(C(F)(F)F)(F)F. Cell line: HCT116. Synergy scores: CSS=10.3, Synergy_ZIP=-3.71, Synergy_Bliss=-2.91, Synergy_Loewe=1.26, Synergy_HSA=1.37. (3) Synergy scores: CSS=27.5, Synergy_ZIP=-4.57, Synergy_Bliss=-0.0679, Synergy_Loewe=1.88, Synergy_HSA=2.19. Cell line: A549. Drug 2: CCC1=C2CN3C(=CC4=C(C3=O)COC(=O)C4(CC)O)C2=NC5=C1C=C(C=C5)O. Drug 1: C1CC(=O)NC(=O)C1N2CC3=C(C2=O)C=CC=C3N. (4) Drug 1: C1=CN(C(=O)N=C1N)C2C(C(C(O2)CO)O)O.Cl. Drug 2: C1=NC(=NC(=O)N1C2C(C(C(O2)CO)O)O)N. Cell line: HCT116. Synergy scores: CSS=57.6, Synergy_ZIP=-2.00, Synergy_Bliss=-3.60, Synergy_Loewe=-1.38, Synergy_HSA=1.70. (5) Drug 1: C1=C(C(=O)NC(=O)N1)N(CCCl)CCCl. Cell line: OVCAR-8. Drug 2: C1=CN(C(=O)N=C1N)C2C(C(C(O2)CO)O)O.Cl. Synergy scores: CSS=46.4, Synergy_ZIP=-10.2, Synergy_Bliss=-10.5, Synergy_Loewe=-20.6, Synergy_HSA=-5.26.